Dataset: NCI-60 drug combinations with 297,098 pairs across 59 cell lines. Task: Regression. Given two drug SMILES strings and cell line genomic features, predict the synergy score measuring deviation from expected non-interaction effect. (1) Drug 1: CC1CCC2CC(C(=CC=CC=CC(CC(C(=O)C(C(C(=CC(C(=O)CC(OC(=O)C3CCCCN3C(=O)C(=O)C1(O2)O)C(C)CC4CCC(C(C4)OC)OCCO)C)C)O)OC)C)C)C)OC. Drug 2: CN(CCCl)CCCl.Cl. Cell line: OVCAR-5. Synergy scores: CSS=11.0, Synergy_ZIP=-9.70, Synergy_Bliss=-8.14, Synergy_Loewe=-2.64, Synergy_HSA=-2.64. (2) Drug 1: CNC(=O)C1=CC=CC=C1SC2=CC3=C(C=C2)C(=NN3)C=CC4=CC=CC=N4. Drug 2: C1=CC(=CC=C1CC(C(=O)O)N)N(CCCl)CCCl.Cl. Cell line: RXF 393. Synergy scores: CSS=16.8, Synergy_ZIP=2.76, Synergy_Bliss=8.74, Synergy_Loewe=7.45, Synergy_HSA=7.87. (3) Drug 1: CC=C1C(=O)NC(C(=O)OC2CC(=O)NC(C(=O)NC(CSSCCC=C2)C(=O)N1)C(C)C)C(C)C. Drug 2: CNC(=O)C1=NC=CC(=C1)OC2=CC=C(C=C2)NC(=O)NC3=CC(=C(C=C3)Cl)C(F)(F)F. Cell line: SF-295. Synergy scores: CSS=29.9, Synergy_ZIP=-2.37, Synergy_Bliss=0.393, Synergy_Loewe=-49.8, Synergy_HSA=-2.51. (4) Drug 1: C1=NC(=NC(=O)N1C2C(C(C(O2)CO)O)O)N. Drug 2: CC1=C(C(=CC=C1)Cl)NC(=O)C2=CN=C(S2)NC3=CC(=NC(=N3)C)N4CCN(CC4)CCO. Cell line: LOX IMVI. Synergy scores: CSS=60.3, Synergy_ZIP=-1.95, Synergy_Bliss=-1.84, Synergy_Loewe=-2.61, Synergy_HSA=-1.95. (5) Drug 1: CN(C)C1=NC(=NC(=N1)N(C)C)N(C)C. Drug 2: CC1C(C(CC(O1)OC2CC(OC(C2O)C)OC3=CC4=CC5=C(C(=O)C(C(C5)C(C(=O)C(C(C)O)O)OC)OC6CC(C(C(O6)C)O)OC7CC(C(C(O7)C)O)OC8CC(C(C(O8)C)O)(C)O)C(=C4C(=C3C)O)O)O)O. Cell line: MDA-MB-231. Synergy scores: CSS=2.22, Synergy_ZIP=8.32, Synergy_Bliss=7.16, Synergy_Loewe=1.19, Synergy_HSA=3.13.